From a dataset of Full USPTO retrosynthesis dataset with 1.9M reactions from patents (1976-2016). Predict the reactants needed to synthesize the given product. The reactants are: [NH2:1][C@H:2]([C:6]1[CH:11]=[CH:10][CH:9]=[CH:8][CH:7]=1)[C:3]([OH:5])=[O:4].[Cl:12][C:13]1[CH:18]=[CH:17][C:16]([N:19]=[C:20]=[O:21])=[CH:15][CH:14]=1. Given the product [Cl:12][C:13]1[CH:18]=[CH:17][C:16]([NH:19][C:20](=[O:21])[NH:1][C@H:2]([C:6]2[CH:11]=[CH:10][CH:9]=[CH:8][CH:7]=2)[C:3]([OH:5])=[O:4])=[CH:15][CH:14]=1, predict the reactants needed to synthesize it.